This data is from Full USPTO retrosynthesis dataset with 1.9M reactions from patents (1976-2016). The task is: Predict the reactants needed to synthesize the given product. (1) Given the product [CH:17]1([N:16]2[C:15]3[C:14]4[CH:13]=[CH:12][CH:11]=[C:10]([O:22][CH3:23])[C:9]=4[N:8]=[CH:7][C:6]=3[C:4](=[O:5])[N:31]([C:28]3[CH:29]=[CH:30][C:25]([F:24])=[C:26]([CH3:34])[CH:27]=3)[C:32]2=[O:33])[CH2:21][CH2:20][CH2:19][CH2:18]1, predict the reactants needed to synthesize it. The reactants are: C(O[C:4]([C:6]1[CH:7]=[N:8][C:9]2[C:14]([C:15]=1[NH:16][CH:17]1[CH2:21][CH2:20][CH2:19][CH2:18]1)=[CH:13][CH:12]=[CH:11][C:10]=2[O:22][CH3:23])=[O:5])C.[F:24][C:25]1[CH:30]=[CH:29][C:28]([N:31]=[C:32]=[O:33])=[CH:27][C:26]=1[CH3:34]. (2) Given the product [C:17]([O:21][C:22](=[O:43])[NH:23][C:24]1([C:28]2[CH:29]=[CH:30][C:31]([C:2]3[C:3]([C:11]4[CH:16]=[CH:15][CH:14]=[CH:13][CH:12]=4)=[CH:4][C:5]4[N:6]([CH:8]=[CH:9][N:10]=4)[N:7]=3)=[CH:32][CH:33]=2)[CH2:25][CH2:26][CH2:27]1)([CH3:20])([CH3:18])[CH3:19], predict the reactants needed to synthesize it. The reactants are: Cl[C:2]1[C:3]([C:11]2[CH:16]=[CH:15][CH:14]=[CH:13][CH:12]=2)=[CH:4][C:5]2[N:6]([CH:8]=[CH:9][N:10]=2)[N:7]=1.[C:17]([O:21][C:22](=[O:43])[NH:23][C:24]1([C:28]2[CH:33]=[CH:32][C:31](B3OC(C)(C)C(C)(C)O3)=[CH:30][CH:29]=2)[CH2:27][CH2:26][CH2:25]1)([CH3:20])([CH3:19])[CH3:18].C(=O)([O-])[O-].[Na+].[Na+]. (3) Given the product [Cl:20][CH2:11][C:4]1[CH:3]=[C:2]([F:1])[C:7]2[O:8][CH2:9][O:10][C:6]=2[CH:5]=1, predict the reactants needed to synthesize it. The reactants are: [F:1][C:2]1[C:7]2[O:8][CH2:9][O:10][C:6]=2[CH:5]=[C:4]([CH2:11]O)[CH:3]=1.C([O-])(O)=O.[Na+].O=S(Cl)[Cl:20]. (4) Given the product [N:10]1[C:11]2[C:6](=[CH:5][CH:4]=[CH:3][C:2]=2[NH:1][S:29]([C:27]2[CH:26]=[CH:25][CH:24]=[C:23]3[C:28]=2[N:19]=[CH:20][CH:21]=[CH:22]3)(=[O:30])=[O:31])[CH:7]=[CH:8][CH:9]=1, predict the reactants needed to synthesize it. The reactants are: [NH2:1][C:2]1[CH:3]=[CH:4][CH:5]=[C:6]2[C:11]=1[N:10]=[CH:9][CH:8]=[CH:7]2.C(N(CC)CC)C.[N:19]1[C:28]2[C:23](=[CH:24][CH:25]=[CH:26][C:27]=2[S:29](Cl)(=[O:31])=[O:30])[CH:22]=[CH:21][CH:20]=1. (5) The reactants are: Cl[C:2]1[N:7]=[C:6]([NH:8][CH:9]2[CH2:11][CH2:10]2)[N:5]=[C:4]([C:12]2[CH:17]=[CH:16][C:15]([F:18])=[C:14]([F:19])[CH:13]=2)[C:3]=1[C:20]#[N:21].[SH:22][CH2:23][C:24]([NH2:26])=[O:25].C(=O)([O-])[O-].[Na+].[Na+].[O-]CC.[Na+]. Given the product [NH2:21][C:20]1[C:3]2[C:4]([C:12]3[CH:17]=[CH:16][C:15]([F:18])=[C:14]([F:19])[CH:13]=3)=[N:5][C:6]([NH:8][CH:9]3[CH2:11][CH2:10]3)=[N:7][C:2]=2[S:22][C:23]=1[C:24]([NH2:26])=[O:25], predict the reactants needed to synthesize it. (6) Given the product [CH:1]([O:4][C:5]([N:7]1[CH2:12][CH2:11][CH:10]([O:13][CH2:14][C:15]2[N:19]=[C:18]([C:20]3[CH:21]=[N:22][C:23]([N:47]4[CH2:48][C@H:49]([C:50]5[CH:55]=[CH:54][CH:53]=[CH:52][C:51]=5[F:56])[C@@H:45]([NH2:44])[CH2:46]4)=[CH:24][CH:25]=3)[O:17][N:16]=2)[CH2:9][CH2:8]1)=[O:6])([CH3:3])[CH3:2], predict the reactants needed to synthesize it. The reactants are: [CH:1]([O:4][C:5]([N:7]1[CH2:12][CH2:11][CH:10]([O:13][CH2:14][C:15]2[N:19]=[C:18]([C:20]3[CH:21]=[N:22][C:23](Cl)=[CH:24][CH:25]=3)[O:17][N:16]=2)[CH2:9][CH2:8]1)=[O:6])([CH3:3])[CH3:2].Cl.C1C2C(COC(=O)[NH:44][C@H:45]3[C@H:49]([C:50]4[CH:55]=[CH:54][CH:53]=[CH:52][C:51]=4[F:56])[CH2:48][NH:47][CH2:46]3)C3C(=CC=CC=3)C=2C=CC=1.CCN(C(C)C)C(C)C.